This data is from Peptide-MHC class II binding affinity with 134,281 pairs from IEDB. The task is: Regression. Given a peptide amino acid sequence and an MHC pseudo amino acid sequence, predict their binding affinity value. This is MHC class II binding data. The peptide sequence is YVLARPKLRPITGDD. The MHC is HLA-DQA10102-DQB10602 with pseudo-sequence CNYHQGGGARVAHIMFFGLTYYDVGTETVHVAGI. The binding affinity (normalized) is 0.